From a dataset of TCR-epitope binding with 47,182 pairs between 192 epitopes and 23,139 TCRs. Binary Classification. Given a T-cell receptor sequence (or CDR3 region) and an epitope sequence, predict whether binding occurs between them. (1) The epitope is YYRRATRRIR. The TCR CDR3 sequence is CATSDLWGADEQFF. Result: 0 (the TCR does not bind to the epitope). (2) The epitope is KLSYGIATV. The TCR CDR3 sequence is CASSYLTGESGNTIYF. Result: 0 (the TCR does not bind to the epitope). (3) The TCR CDR3 sequence is CASSLELAGGPYNEQFF. Result: 1 (the TCR binds to the epitope). The epitope is ISDYDYYRY. (4) The epitope is QARQMVQAMRTIGTHP. The TCR CDR3 sequence is CSARNLGASFDEQFF. Result: 1 (the TCR binds to the epitope). (5) The epitope is KAYNVTQAF. The TCR CDR3 sequence is CASSYRASGEYNEQFF. Result: 1 (the TCR binds to the epitope).